From a dataset of Catalyst prediction with 721,799 reactions and 888 catalyst types from USPTO. Predict which catalyst facilitates the given reaction. (1) Reactant: [O:1]1[C:5]2[CH:6]=[CH:7][C:8]([C:10]3[CH:15]=[CH:14][C:13]([N:16]4[C:20]([CH2:21][C@@H:22]5[CH2:26][CH2:25][N:24]([C:27]([CH:29]6[CH2:31][CH2:30]6)=[O:28])[CH2:23]5)=[N:19][NH:18][C:17]4=[O:32])=[CH:12][CH:11]=3)=[CH:9][C:4]=2[CH:3]=[CH:2]1.C(=O)([O-])[O-].[K+].[K+].Cl[CH2:40][C:41]([NH2:43])=[O:42]. Product: [O:1]1[C:5]2[CH:6]=[CH:7][C:8]([C:10]3[CH:11]=[CH:12][C:13]([N:16]4[C:17](=[O:32])[N:18]([CH2:40][C:41]([NH2:43])=[O:42])[N:19]=[C:20]4[CH2:21][C@@H:22]4[CH2:26][CH2:25][N:24]([C:27]([CH:29]5[CH2:30][CH2:31]5)=[O:28])[CH2:23]4)=[CH:14][CH:15]=3)=[CH:9][C:4]=2[CH:3]=[CH:2]1. The catalyst class is: 9. (2) Reactant: CO.O.[CH3:4][O:5][C:6]1[CH:22]=[CH:21][C:9]([CH2:10][O:11][C:12]2[CH:17]=[CH:16][CH:15]=[C:14]([N+:18]([O-])=O)[CH:13]=2)=[CH:8][CH:7]=1. Product: [CH3:4][O:5][C:6]1[CH:7]=[CH:8][C:9]([CH2:10][O:11][C:12]2[CH:13]=[C:14]([CH:15]=[CH:16][CH:17]=2)[NH2:18])=[CH:21][CH:22]=1. The catalyst class is: 406. (3) Reactant: [CH3:1][CH2:2][CH2:3][CH2:4][CH2:5][NH:6][C:7]([NH:9]/[N:10]=[CH:11]/[C:12]1[C:16]2[CH:17]=[C:18]([O:21][CH3:22])[CH:19]=[CH:20][C:15]=2[NH:14][CH:13]=1)=[NH:8].[C:23]([OH:30])(=[O:29])/[CH:24]=[CH:25]\[C:26]([OH:28])=[O:27]. Product: [CH3:1][CH2:2][CH2:3][CH2:4][CH2:5][NH:6][C:7]([NH:9]/[N:10]=[CH:11]/[C:12]1[C:16]2[CH:17]=[C:18]([O:21][CH3:22])[CH:19]=[CH:20][C:15]=2[NH:14][CH:13]=1)=[NH:8].[CH:24](/[C:23]([OH:30])=[O:29])=[CH:25]/[C:26]([OH:28])=[O:27]. The catalyst class is: 13.